This data is from Experimentally validated miRNA-target interactions with 360,000+ pairs, plus equal number of negative samples. The task is: Binary Classification. Given a miRNA mature sequence and a target amino acid sequence, predict their likelihood of interaction. The miRNA is mmu-miR-338-5p with sequence AACAAUAUCCUGGUGCUGAGUG. The protein sequence of the target gene is MAGRSLTSKAEPTAGAVDRAEKAGGQDTSSQKIEDLMEMVQKLQKVGSLEPRVEVLINRINEVQQAKKKANKDLGEARTICEALQKELDSLHGEKVHLKEILSKKQETLRILRLHCQEKESEAHRKHTMLQECKERISALNLQIEEEKNKQRQLRLAFEEQLEDLMGQHKDLWDFHMPERLAKEICALDSSKEQLLKEEKLVKATLEDVKHQLCSLCGAEGPSTLDEGLFLRSQEAAATVQLFQEEHRKAEELLAAAAQRHQQLQQKCQQQQQKRQRLKEELEKHGMQVPAQAQSTQEEE.... Result: 0 (no interaction).